The task is: Predict the reaction yield, written as a fraction of the theoretical maximum amount of product (1.0 means a 100% yield; for example, 0.34 means a 34% yield).. This data is from Reaction yield outcomes from USPTO patents with 853,638 reactions. The reactants are [Br:1][C:2]1[CH:3]=[C:4]2[C:12](=[CH:13][CH:14]=1)[NH:11][C:10]1[C:9](=O)[CH2:8][CH2:7][CH2:6][C:5]2=1.[CH3:16][C@@H:17]([NH2:24])[C:18]1[CH:23]=[CH:22][CH:21]=[CH:20][CH:19]=1.C1(C)C=CC(S(O)(=O)=O)=CC=1.C(O)=O.C(N(CC)CC)C. The catalyst is C1(C)C=CC=CC=1.ClCCl. The product is [Br:1][C:2]1[CH:3]=[C:4]2[C:12](=[CH:13][CH:14]=1)[NH:11][C:10]1[C@H:9]([NH:24][C@@H:17]([C:18]3[CH:23]=[CH:22][CH:21]=[CH:20][CH:19]=3)[CH3:16])[CH2:8][CH2:7][CH2:6][C:5]2=1. The yield is 0.680.